Dataset: Catalyst prediction with 721,799 reactions and 888 catalyst types from USPTO. Task: Predict which catalyst facilitates the given reaction. (1) Product: [Cl:1][C:2]1[CH:9]=[C:8]([F:10])[CH:7]=[CH:6][C:3]=1[CH:4]=[C:13]([C:12](=[O:11])[CH2:18][CH2:19][C:20]1[CH:21]=[CH:22][N:23]=[CH:24][CH:25]=1)[C:14]([O:16][CH3:17])=[O:15]. The catalyst class is: 32. Reactant: [Cl:1][C:2]1[CH:9]=[C:8]([F:10])[CH:7]=[CH:6][C:3]=1[CH:4]=O.[O:11]=[C:12]([CH2:18][CH2:19][C:20]1[CH:25]=[CH:24][N:23]=[CH:22][CH:21]=1)[CH2:13][C:14]([O:16][CH3:17])=[O:15].N1CCCCC1.C(O)(=O)C. (2) Reactant: [CH2:1]([C:3]1[CH:8]=[CH:7][C:6]([C:9]2[C:13]([C:14]([O:16][CH2:17][CH3:18])=[O:15])=[C:12](I)[S:11][N:10]=2)=[CH:5][CH:4]=1)[CH3:2].[CH:20]1(B(O)O)[CH2:22][CH2:21]1.C(=O)([O-])[O-].[Na+].[Na+].COCCOC. Product: [CH:20]1([C:12]2[S:11][N:10]=[C:9]([C:6]3[CH:7]=[CH:8][C:3]([CH2:1][CH3:2])=[CH:4][CH:5]=3)[C:13]=2[C:14]([O:16][CH2:17][CH3:18])=[O:15])[CH2:22][CH2:21]1. The catalyst class is: 263. (3) Reactant: C(OC(=O)[NH:7][CH2:8][CH:9]1[CH2:14][CH2:13][N:12]([S:15]([CH3:18])(=[O:17])=[O:16])[CH2:11][CH2:10]1)(C)(C)C.[ClH:20].O1CCOCC1. Product: [ClH:20].[CH3:18][S:15]([N:12]1[CH2:13][CH2:14][CH:9]([CH2:8][NH2:7])[CH2:10][CH2:11]1)(=[O:17])=[O:16]. The catalyst class is: 12. (4) Reactant: [CH3:1][C:2]1[CH:3]=[C:4]([CH:7]=[C:8]([CH3:11])[C:9]=1[OH:10])[C:5]#[N:6].[CH3:12][C:13]1([CH3:20])[O:17][CH:16]([CH2:18]O)[CH2:15][O:14]1.C1(P(C2C=CC=CC=2)C2C=CC=CC=2)C=CC=CC=1.CCOC(/N=N/C(OCC)=O)=O. Product: [CH3:12][C:13]1([CH3:20])[O:17][CH:16]([CH2:18][O:10][C:9]2[C:8]([CH3:11])=[CH:7][C:4]([C:5]#[N:6])=[CH:3][C:2]=2[CH3:1])[CH2:15][O:14]1. The catalyst class is: 182.